Dataset: Forward reaction prediction with 1.9M reactions from USPTO patents (1976-2016). Task: Predict the product of the given reaction. (1) Given the reactants [C:1]([O:5][C:6]([NH:8][CH2:9][C@H:10]1[CH2:15][CH2:14][C@H:13]([C:16]([NH:18][C@@H:19]([CH2:23][C:24]2[CH:29]=[CH:28][C:27]([C:30]3[CH:35]=[CH:34][C:33]([C:36](=[O:41])[NH:37][CH:38]([CH3:40])[CH3:39])=[CH:32][C:31]=3C)=[CH:26][CH:25]=2)[C:20]([OH:22])=O)=[O:17])[CH2:12][CH2:11]1)=[O:7])([CH3:4])([CH3:3])[CH3:2].[Cl:43][C:44]1[CH:52]=[C:51]([NH2:53])[CH:50]=[C:49]2[C:45]=1[CH:46]=[N:47][NH:48]2.[CH:54](N(CC)C(C)C)(C)C.C(P1(=O)OP(=O)(CCC)OP(=O)(CCC)O1)CC, predict the reaction product. The product is: [Cl:43][C:44]1[CH:52]=[C:51]([NH:53][C:20](=[O:22])[C@@H:19]([NH:18][C:16]([C@H:13]2[CH2:14][CH2:15][C@H:10]([CH2:9][NH:8][C:6](=[O:7])[O:5][C:1]([CH3:4])([CH3:2])[CH3:3])[CH2:11][CH2:12]2)=[O:17])[CH2:23][C:24]2[CH:25]=[CH:26][C:27]([C:30]3[CH:35]=[CH:34][C:33]([C:36](=[O:41])[NH:37][CH:38]([CH3:40])[CH3:39])=[CH:32][CH:31]=3)=[C:28]([CH3:54])[CH:29]=2)[CH:50]=[C:49]2[C:45]=1[CH:46]=[N:47][NH:48]2. (2) Given the reactants [NH:1]1[C:9]2[C:4](=[CH:5][CH:6]=[CH:7][CH:8]=2)[CH:3]=[CH:2]1.[CH:10](=O)[CH2:11][CH2:12][CH2:13][CH2:14][CH2:15][CH2:16][CH2:17][CH2:18][CH2:19][CH2:20][CH2:21][CH2:22][CH3:23], predict the reaction product. The product is: [NH:1]1[C:9]2[C:4](=[CH:5][CH:6]=[CH:7][CH:8]=2)[C:3]([CH:10]([C:3]2[C:4]3[C:9](=[CH:8][CH:7]=[CH:6][CH:5]=3)[NH:1][CH:2]=2)[CH2:11][CH2:12][CH2:13][CH2:14][CH2:15][CH2:16][CH2:17][CH2:18][CH2:19][CH2:20][CH2:21][CH2:22][CH3:23])=[CH:2]1. (3) Given the reactants [OH-].[Na+].[F:3][C:4]1[C:13]([F:14])=[C:12]([O:15][CH3:16])[CH:11]=[CH:10][C:5]=1[C:6]([O:8]C)=[O:7].C1COCC1.Cl, predict the reaction product. The product is: [F:3][C:4]1[C:13]([F:14])=[C:12]([O:15][CH3:16])[CH:11]=[CH:10][C:5]=1[C:6]([OH:8])=[O:7]. (4) Given the reactants C([O:3][C:4]([C@@H:6]1[CH2:11][CH2:10][CH2:9][N:8]([CH:12]2[CH2:17][CH2:16][N:15]([C:18]([C:20]3[C:21]4[C:26]([CH:27]=[C:28]5[C:33]=3[CH:32]=[CH:31][CH:30]=[CH:29]5)=[CH:25][CH:24]=[CH:23][CH:22]=4)=[O:19])[CH2:14][CH2:13]2)[CH2:7]1)=[O:5])C.Cl, predict the reaction product. The product is: [CH:32]1[C:33]2[C:28](=[CH:27][C:26]3[C:21]([C:20]=2[C:18]([N:15]2[CH2:14][CH2:13][CH:12]([N:8]4[CH2:9][CH2:10][CH2:11][C@@H:6]([C:4]([OH:5])=[O:3])[CH2:7]4)[CH2:17][CH2:16]2)=[O:19])=[CH:22][CH:23]=[CH:24][CH:25]=3)[CH:29]=[CH:30][CH:31]=1. (5) Given the reactants [NH:1]1[CH2:6][CH2:5][CH:4]([N:7]2[C:11]3[CH:12]=[CH:13][CH:14]=[CH:15][C:10]=3[NH:9][C:8]2=[O:16])[CH2:3][CH2:2]1.O=[C:18]1[CH2:22][CH2:21][N:20]([C:23]([O:25][C:26]([CH3:29])([CH3:28])[CH3:27])=[O:24])[CH2:19]1, predict the reaction product. The product is: [O:16]=[C:8]1[N:7]([CH:4]2[CH2:3][CH2:2][N:1]([CH:22]3[CH2:18][CH2:19][N:20]([C:23]([O:25][C:26]([CH3:29])([CH3:28])[CH3:27])=[O:24])[CH2:21]3)[CH2:6][CH2:5]2)[C:11]2[CH:12]=[CH:13][CH:14]=[CH:15][C:10]=2[NH:9]1. (6) Given the reactants [C:1]([O:5][C:6]([NH:8][C@@H:9]([C:29]([OH:31])=[O:30])[CH2:10][CH2:11][C:12]([NH:14][C@@H:15]([C:26]([OH:28])=[O:27])[CH2:16][C:17]1[C:25]2[C:20](=[CH:21][CH:22]=[CH:23][CH:24]=2)[NH:19][CH:18]=1)=[O:13])=[O:7])([CH3:4])([CH3:3])[CH3:2].C(=O)([O-])[O-].[K+].[K+].I[CH2:39][CH2:40][CH:41]([CH3:43])[CH3:42].O, predict the reaction product. The product is: [C:1]([O:5][C:6]([NH:8][C@H:9]([CH2:10][CH2:11][C:12]([NH:14][C@H:15]([CH2:16][C:17]1[C:25]2[C:20](=[CH:21][CH:22]=[CH:23][CH:24]=2)[NH:19][CH:18]=1)[C:26]([O:28][CH2:15][CH2:16][CH:17]([CH3:25])[CH3:18])=[O:27])=[O:13])[C:29]([O:31][CH2:39][CH2:40][CH:41]([CH3:43])[CH3:42])=[O:30])=[O:7])([CH3:4])([CH3:2])[CH3:3]. (7) Given the reactants O[CH2:2][CH2:3][CH2:4][N:5]1[CH2:10][CH2:9][N:8]([C:11]([O:13][C:14]([CH3:17])([CH3:16])[CH3:15])=[O:12])[CH2:7][CH2:6]1.N1C=CN=C1.[I:23]I, predict the reaction product. The product is: [I:23][CH2:2][CH2:3][CH2:4][N:5]1[CH2:10][CH2:9][N:8]([C:11]([O:13][C:14]([CH3:17])([CH3:16])[CH3:15])=[O:12])[CH2:7][CH2:6]1.